Dataset: Forward reaction prediction with 1.9M reactions from USPTO patents (1976-2016). Task: Predict the product of the given reaction. (1) Given the reactants [CH3:1][C:2]1([C:5]([OH:7])=O)[CH2:4][CH2:3]1.[S:8]1[CH:12]=[CH:11][CH:10]=[C:9]1[CH2:13][NH2:14].C(N(CC)CC)C.CCN=C=NCCCN(C)C, predict the reaction product. The product is: [S:8]1[CH:12]=[CH:11][CH:10]=[C:9]1[CH2:13][NH:14][C:5]([C:2]1([CH3:1])[CH2:4][CH2:3]1)=[O:7]. (2) The product is: [F:1][C:2]1[C:3]([C:8]2([CH2:12][NH:13][C:14]3[N:19]=[N:18][C:17]([C:30]([OH:31])([CH3:32])[CH3:24])=[CH:16][CH:15]=3)[CH2:9][CH2:10][CH2:11]2)=[N:4][CH:5]=[CH:6][CH:7]=1. Given the reactants [F:1][C:2]1[C:3]([C:8]2([CH2:12][NH:13][C:14]3[N:19]=[N:18][C:17](C(OC)=O)=[CH:16][CH:15]=3)[CH2:11][CH2:10][CH2:9]2)=[N:4][CH:5]=[CH:6][CH:7]=1.[CH3:24][Mg+].[Br-].CCO[C:30]([CH3:32])=[O:31].[Cl-].[NH4+], predict the reaction product.